This data is from Catalyst prediction with 721,799 reactions and 888 catalyst types from USPTO. The task is: Predict which catalyst facilitates the given reaction. (1) Reactant: Cl.O[CH:3]1[O:11][C@H:10]([CH2:12][OH:13])[C@@H:8]([OH:9])[C@H:6]([OH:7])[C@H:4]1[NH2:5].[S-:14][C:15]#[N:16].[NH4+]. Product: [SH:14][C:15]1[NH:16][CH:3]=[C:4]([C@@H:6]([OH:7])[C@H:8]([OH:9])[C@H:10]([OH:11])[CH2:12][OH:13])[N:5]=1. The catalyst class is: 6. (2) The catalyst class is: 187. Reactant: C(P(C(C)(C)C)C1C=CC=CC=1C1C=CC=CC=1)(C)(C)C.CC(C)([O-])C.[Na+].Br[C:29]1[CH:30]=[C:31]([CH:34]=[CH:35][CH:36]=1)[C:32]#[N:33].[OH:37][CH:38]1[CH2:43][CH2:42][NH:41][CH2:40][CH2:39]1. Product: [OH:37][CH:38]1[CH2:43][CH2:42][N:41]([C:29]2[CH:30]=[C:31]([CH:34]=[CH:35][CH:36]=2)[C:32]#[N:33])[CH2:40][CH2:39]1. (3) Reactant: [F:1][C:2]([F:14])([F:13])[C:3]([NH:5][C:6]1[CH:12]=[CH:11][C:9]([NH2:10])=[CH:8][CH:7]=1)=[O:4].N1C=CC=CC=1.Cl[C:22]([O:24][CH2:25][C:26]([Cl:29])([Cl:28])[Cl:27])=[O:23]. Product: [F:1][C:2]([F:13])([F:14])[C:3]([NH:5][C:6]1[CH:12]=[CH:11][C:9]([NH:10][C:22](=[O:23])[O:24][CH2:25][C:26]([Cl:29])([Cl:28])[Cl:27])=[CH:8][CH:7]=1)=[O:4]. The catalyst class is: 80. (4) Reactant: Br[C:2]1[CH:3]=[C:4]([C:19]([NH:21][CH2:22][C:23]2[C:24](=[O:31])[NH:25][C:26]([CH3:30])=[CH:27][C:28]=2[CH3:29])=[O:20])[C:5]2[CH:10]=[N:9][N:8]([CH:11]([C:13]3[CH:18]=[CH:17][CH:16]=[CH:15][CH:14]=3)[CH3:12])[C:6]=2[N:7]=1.[CH3:32][C:33]1([CH3:50])[CH2:38][C:37](B2OC(C)(C)C(C)(C)O2)=[CH:36][C:35]([CH3:49])([CH3:48])[NH:34]1.C([O-])([O-])=O.[Na+].[Na+].CO.C(Cl)Cl. Product: [CH3:29][C:28]1[CH:27]=[C:26]([CH3:30])[NH:25][C:24](=[O:31])[C:23]=1[CH2:22][NH:21][C:19]([C:4]1[C:5]2[CH:10]=[N:9][N:8]([CH:11]([C:13]3[CH:18]=[CH:17][CH:16]=[CH:15][CH:14]=3)[CH3:12])[C:6]=2[N:7]=[C:2]([C:37]2[CH2:36][C:35]([CH3:49])([CH3:48])[NH:34][C:33]([CH3:50])([CH3:32])[CH:38]=2)[CH:3]=1)=[O:20]. The catalyst class is: 70. (5) Reactant: Br[C:2]1[CH:3]=[CH:4][CH:5]=[C:6]2[C:10]=1[NH:9][CH:8]=[C:7]2[CH2:11][CH2:12][CH2:13][O:14][C:15]1[CH:20]=[C:19]([CH3:21])[C:18]([Cl:22])=[C:17]([CH3:23])[CH:16]=1.[B:24]1([B:24]2[O:28][C:27]([CH3:30])([CH3:29])[C:26]([CH3:32])([CH3:31])[O:25]2)[O:28][C:27]([CH3:30])([CH3:29])[C:26]([CH3:32])([CH3:31])[O:25]1.C([O-])(=O)C.[K+]. Product: [Cl:22][C:18]1[C:19]([CH3:21])=[CH:20][C:15]([O:14][CH2:13][CH2:12][CH2:11][C:7]2[C:6]3[C:10](=[C:2]([B:24]4[O:28][C:27]([CH3:30])([CH3:29])[C:26]([CH3:32])([CH3:31])[O:25]4)[CH:3]=[CH:4][CH:5]=3)[NH:9][CH:8]=2)=[CH:16][C:17]=1[CH3:23]. The catalyst class is: 3. (6) Reactant: FC(F)(F)S([O:6][S:7]([C:10]([F:13])([F:12])[F:11])(=[O:9])=[O:8])(=O)=O.[S:16]1[C:20]2[CH:21]=[C:22]([C:25]([N:27]3[CH2:34][CH2:33][C:32]4([CH3:36])[CH2:35][CH:28]3[CH2:29][C:30]3[CH:40]=[CH:39][C:38](O)=[CH:37][C:31]=34)=[O:26])[CH:23]=[CH:24][C:19]=2[N:18]=[CH:17]1.C(N(CC)CC)C.N. Product: [S:16]1[C:20]2[CH:21]=[C:22]([C:25]([N:27]3[CH2:34][CH2:33][C:32]4([CH3:36])[CH2:35][CH:28]3[CH2:29][C:30]3[CH:40]=[CH:39][C:38]([O:6][S:7]([C:10]([F:11])([F:12])[F:13])(=[O:8])=[O:9])=[CH:37][C:31]=34)=[O:26])[CH:23]=[CH:24][C:19]=2[N:18]=[CH:17]1. The catalyst class is: 119.